Dataset: Full USPTO retrosynthesis dataset with 1.9M reactions from patents (1976-2016). Task: Predict the reactants needed to synthesize the given product. (1) Given the product [CH3:12][C:8]1([OH:11])[CH2:7][CH2:6][C:5]2([O:4][CH2:3][CH2:2][O:1]2)[CH2:10][CH2:9]1, predict the reactants needed to synthesize it. The reactants are: [O:1]1[C:5]2([CH2:10][CH2:9][C:8](=[O:11])[CH2:7][CH2:6]2)[O:4][CH2:3][CH2:2]1.[CH3:12][Li]. (2) Given the product [Br:1][C:2]1[CH:7]=[C:6]([S:15]([CH:19]([CH3:23])[CH3:20])(=[O:17])=[O:14])[CH:5]=[CH:4][C:3]=1[CH3:12], predict the reactants needed to synthesize it. The reactants are: [Br:1][C:2]1[CH:7]=[C:6](SC(C)C)[CH:5]=[CH:4][C:3]=1[CH3:12].O[O:14][S:15]([O-:17])=O.[K+].[CH2:19]1[CH2:23]OC[CH2:20]1.